This data is from Catalyst prediction with 721,799 reactions and 888 catalyst types from USPTO. The task is: Predict which catalyst facilitates the given reaction. (1) Reactant: C(OC([N:8]1[C:16]2[C:11](=[CH:12][C:13]([C:17]#[N:18])=[CH:14][CH:15]=2)[CH:10]=[C:9]1[CH:19]([F:21])[F:20])=O)(C)(C)C.FC(F)(F)C(O)=O. Product: [F:21][CH:19]([F:20])[C:9]1[NH:8][C:16]2[C:11]([CH:10]=1)=[CH:12][C:13]([C:17]#[N:18])=[CH:14][CH:15]=2. The catalyst class is: 2. (2) Reactant: [NH2:1][C:2]1[CH:7]=[CH:6][CH:5]=[CH:4][CH:3]=1.C[Si](Cl)(C)C.CC1(C)[O:19][C:18](=O)[CH2:17][C:16](=[O:21])[O:15]1.C([O-])(O)=O.[Na+]. Product: [O:19]=[C:18]([NH:1][C:2]1[CH:7]=[CH:6][CH:5]=[CH:4][CH:3]=1)[CH2:17][C:16]([OH:21])=[O:15]. The catalyst class is: 2. (3) Product: [CH:34]1([C:31]2[CH:32]=[CH:33][C:28]([CH2:27][O:1][C:2]3[CH:10]=[CH:9][C:8]4[NH:7][C:6]5[CH:11]([CH2:14][C:15]([O:17][CH2:18][CH3:19])=[O:16])[CH2:12][CH2:13][C:5]=5[C:4]=4[CH:3]=3)=[CH:29][C:30]=2[C:39]([F:40])([F:41])[F:42])[CH2:35][CH2:36][CH2:37][CH2:38]1. Reactant: [OH:1][C:2]1[CH:10]=[CH:9][C:8]2[NH:7][C:6]3[CH:11]([CH2:14][C:15]([O:17][CH2:18][CH3:19])=[O:16])[CH2:12][CH2:13][C:5]=3[C:4]=2[CH:3]=1.C(=O)([O-])[O-].[Cs+].[Cs+].Cl[CH2:27][C:28]1[CH:33]=[CH:32][C:31]([CH:34]2[CH2:38][CH2:37][CH2:36][CH2:35]2)=[C:30]([C:39]([F:42])([F:41])[F:40])[CH:29]=1. The catalyst class is: 10. (4) Reactant: [C:1]([O:5][C:6](=[O:15])[CH2:7][C:8]1[CH:13]=[CH:12][C:11]([NH2:14])=[CH:10][CH:9]=1)([CH3:4])([CH3:3])[CH3:2].[Cl:16][C:17]1[N:18]=[C:19](Cl)[C:20]2[CH2:25][CH2:24][CH2:23][C:21]=2[N:22]=1.C(OCC)(=O)C. Product: [C:1]([O:5][C:6](=[O:15])[CH2:7][C:8]1[CH:9]=[CH:10][C:11]([NH:14][C:19]2[C:20]3[CH2:25][CH2:24][CH2:23][C:21]=3[N:22]=[C:17]([Cl:16])[N:18]=2)=[CH:12][CH:13]=1)([CH3:4])([CH3:2])[CH3:3]. The catalyst class is: 37. (5) Reactant: C[Si]([N-][Si](C)(C)C)(C)C.[K+].[NH2:11][C:12]1[N:19]=[CH:18][C:17]([Br:20])=[CH:16][C:13]=1[C:14]#[N:15].[C:21](Cl)(=[O:23])[CH3:22]. Product: [Br:20][C:17]1[CH:16]=[C:13]([C:14]#[N:15])[C:12]([NH:11][C:21](=[O:23])[CH3:22])=[N:19][CH:18]=1. The catalyst class is: 1. (6) Reactant: CC([CH:5]([S:9][C:10]1[N:15]([CH2:16][C:17]2[CH:22]=[CH:21][CH:20]=[C:19]([Cl:23])[C:18]=2[CH3:24])[C:14]2[N:25]=[C:26]([N:28]3[CH2:33][CH2:32][O:31][CH2:30][CH2:29]3)[S:27][C:13]=2[C:12](=[O:34])[N:11]=1)[C:6]([O-:8])=[O:7])(C)C.C(O)(C(F)(F)F)=O. Product: [Cl:23][C:19]1[C:18]([CH3:24])=[C:17]([CH2:16][N:15]2[C:14]3[N:25]=[C:26]([N:28]4[CH2:29][CH2:30][O:31][CH2:32][CH2:33]4)[S:27][C:13]=3[C:12](=[O:34])[N:11]=[C:10]2[S:9][CH2:5][C:6]([OH:8])=[O:7])[CH:22]=[CH:21][CH:20]=1. The catalyst class is: 4. (7) Reactant: C(O)C.[CH2:4]([O:11][C:12]1[CH:17]=[C:16]([F:18])[CH:15]=[CH:14][C:13]=1[N+:19]([O-])=O)[C:5]1[CH:10]=[CH:9][CH:8]=[CH:7][CH:6]=1.[Cl-].[NH4+]. Product: [CH2:4]([O:11][C:12]1[CH:17]=[C:16]([F:18])[CH:15]=[CH:14][C:13]=1[NH2:19])[C:5]1[CH:6]=[CH:7][CH:8]=[CH:9][CH:10]=1. The catalyst class is: 150. (8) Product: [Cl:23][C:24]1[O:28][C:27]([CH:29]([C:13]2[CH:14]=[C:15]([CH:18]3[O:22][CH2:21][CH2:20][O:19]3)[S:16][CH:17]=2)[O:30][Si:34]([CH:38]([CH3:40])[CH3:39])([CH:35]([CH3:37])[CH3:36])[CH:32]([CH3:33])[CH3:31])=[CH:26][CH:25]=1. The catalyst class is: 90. Reactant: [Li]CCCC.CCCCCC.Br[C:13]1[CH:14]=[C:15]([CH:18]2[O:22][CH2:21][CH2:20][O:19]2)[S:16][CH:17]=1.[Cl:23][C:24]1[O:28][C:27]([CH:29]=[O:30])=[CH:26][CH:25]=1.[CH3:31][CH:32]([Si:34](Cl)([CH:38]([CH3:40])[CH3:39])[CH:35]([CH3:37])[CH3:36])[CH3:33]. (9) Reactant: [F:1][C:2]1[CH:7]=[CH:6][C:5]([C:8]2[O:28][C:11]3=[N:12][C:13]([N:22]([CH3:27])[S:23]([CH3:26])(=[O:25])=[O:24])=[C:14]([CH2:16][CH2:17][CH2:18][C:19]([OH:21])=O)[CH:15]=[C:10]3[C:9]=2[C:29](=[O:32])[NH:30][CH3:31])=[CH:4][CH:3]=1.C[N:34](C(ON1N=NC2C=CC=NC1=2)=[N+](C)C)C.F[P-](F)(F)(F)(F)F.[OH-].[NH4+]. Product: [NH2:34][C:19](=[O:21])[CH2:18][CH2:17][CH2:16][C:14]1[CH:15]=[C:10]2[C:9]([C:29]([NH:30][CH3:31])=[O:32])=[C:8]([C:5]3[CH:6]=[CH:7][C:2]([F:1])=[CH:3][CH:4]=3)[O:28][C:11]2=[N:12][C:13]=1[N:22]([CH3:27])[S:23]([CH3:26])(=[O:24])=[O:25]. The catalyst class is: 3.